Dataset: Full USPTO retrosynthesis dataset with 1.9M reactions from patents (1976-2016). Task: Predict the reactants needed to synthesize the given product. (1) Given the product [Cl:12][C:13]1[N:14]=[C:15]([C:29]2[CH:34]=[CH:33][N:32]=[CH:31][CH:30]=2)[N:16]=[C:17]([NH:11][S:8](=[O:10])(=[O:9])[NH:7][C:2]2[CH:3]=[CH:4][CH:5]=[CH:6][N:1]=2)[C:18]=1[O:19][C:20]1[CH:25]=[CH:24][CH:23]=[CH:22][C:21]=1[O:26][CH3:27], predict the reactants needed to synthesize it. The reactants are: [N:1]1[CH:6]=[CH:5][CH:4]=[CH:3][C:2]=1[NH:7][S:8]([NH2:11])(=[O:10])=[O:9].[Cl:12][C:13]1[C:18]([O:19][C:20]2[CH:25]=[CH:24][CH:23]=[CH:22][C:21]=2[O:26][CH3:27])=[C:17](Cl)[N:16]=[C:15]([C:29]2[CH:34]=[CH:33][N:32]=[CH:31][CH:30]=2)[N:14]=1. (2) The reactants are: [N:1]([C@@H:4]1[C@@H:33]([O:34][CH2:35][C:36]2[CH:45]=[CH:44][C:43]3[C:38](=[CH:39][CH:40]=[CH:41][CH:42]=3)[CH:37]=2)[C@H:32]([OH:46])[C@@H:31]([CH2:47][O:48][CH2:49][C:50]2[CH:55]=[CH:54][CH:53]=[CH:52][CH:51]=2)[O:30][C@H:5]1[O:6][CH2:7][CH2:8][CH2:9][CH2:10][CH2:11][N:12]([CH2:23][C:24]1[CH:29]=[CH:28][CH:27]=[CH:26][CH:25]=1)[C:13]([O:15][CH2:16][C:17]1[CH:22]=[CH:21][CH:20]=[CH:19][CH:18]=1)=[O:14])=[N+:2]=[N-:3].[CH2:56]1[C:61](=[O:62])N(I)[C:58](=[O:59])[CH2:57]1.[Si](OS(C(F)(F)F)(=O)=O)(C)(C)C. Given the product [C:5]([O:30][C@@H:31]1[C@@H:58]([O:59][CH2:23][C:24]2[CH:29]=[CH:28][CH:27]=[CH:26][CH:25]=2)[C@@H:57]([O:15][CH2:16][C:17]2[CH:18]=[CH:19][CH:20]=[CH:21][CH:22]=2)[C@@H:56]([CH2:61][O:62][CH2:35][C:36]2[CH:45]=[CH:44][CH:43]=[CH:38][CH:37]=2)[O:46][CH:32]1[O:46][C@@H:32]1[C@@H:31]([CH2:47][O:48][CH2:49][C:50]2[CH:51]=[CH:52][CH:53]=[CH:54][CH:55]=2)[O:30][C@H:5]([O:6][CH2:7][CH2:8][CH2:9][CH2:10][CH2:11][N:12]([CH2:23][C:24]2[CH:25]=[CH:26][CH:27]=[CH:28][CH:29]=2)[C:13]([O:15][CH2:16][C:17]2[CH:22]=[CH:21][CH:20]=[CH:19][CH:18]=2)=[O:14])[C@H:4]([N:1]=[N+:2]=[N-:3])[C@H:33]1[O:34][CH2:35][C:36]1[CH:45]=[CH:44][C:43]2[C:38](=[CH:39][CH:40]=[CH:41][CH:42]=2)[CH:37]=1)(=[O:6])[CH3:4], predict the reactants needed to synthesize it. (3) Given the product [Br:20][C:15]1[CH:14]=[C:13]([NH:12][C:10]([NH2:9])=[S:11])[CH:18]=[C:17]([Br:19])[N:16]=1, predict the reactants needed to synthesize it. The reactants are: C([NH:9][C:10]([NH:12][C:13]1[CH:18]=[C:17]([Br:19])[N:16]=[C:15]([Br:20])[CH:14]=1)=[S:11])(=O)C1C=CC=CC=1.[OH-].[Na+]. (4) Given the product [C:16]([Si:20]([C:27]1[CH:32]=[CH:31][CH:30]=[CH:29][CH:28]=1)([C:21]1[CH:22]=[CH:23][CH:24]=[CH:25][CH:26]=1)[O:5][CH2:4][CH2:3][CH2:2][CH2:1][OH:6])([CH3:19])([CH3:17])[CH3:18], predict the reactants needed to synthesize it. The reactants are: [CH2:1]([OH:6])[CH2:2][CH2:3][CH2:4][OH:5].C(N(C(C)C)CC)(C)C.[C:16]([Si:20](Cl)([C:27]1[CH:32]=[CH:31][CH:30]=[CH:29][CH:28]=1)[C:21]1[CH:26]=[CH:25][CH:24]=[CH:23][CH:22]=1)([CH3:19])([CH3:18])[CH3:17].N#N. (5) Given the product [F:1][C:2]1[CH:29]=[C:28]([F:30])[CH:27]=[CH:26][C:3]=1[CH2:4][N:5]1[C:9]2=[CH:10][N:11]=[C:12]([C:14](=[O:15])[CH3:40])[CH:13]=[C:8]2[C:7]([CH2:18][O:38][CH2:37][C@@H:35]2[CH2:34][O:33][C:32]([CH3:39])([CH3:31])[O:36]2)=[CH:6]1, predict the reactants needed to synthesize it. The reactants are: [F:1][C:2]1[CH:29]=[C:28]([F:30])[CH:27]=[CH:26][C:3]=1[CH2:4][N:5]1[C:9]2=[CH:10][N:11]=[C:12]([C:14](OC)=[O:15])[CH:13]=[C:8]2[C:7]([CH2:18]SC2C=CC=CC=2)=[CH:6]1.[CH3:31][C:32]1([CH3:39])[O:36][C@H:35]([CH2:37][OH:38])[CH2:34][O:33]1.[CH3:40]CN(C(C)C)C(C)C.O. (6) Given the product [Cl:26][CH2:25][CH2:24][O:23][CH:15]([C:16]1[CH:21]=[N:20][C:19]([Cl:22])=[CH:18][CH:17]=1)[C:1]#[N:2], predict the reactants needed to synthesize it. The reactants are: [C:1](C(C#N)=C(C#N)C#N)#[N:2].ClCCO[CH:15]([O:23][CH2:24][CH2:25][Cl:26])[C:16]1[CH:17]=[CH:18][C:19]([Cl:22])=[N:20][CH:21]=1. (7) Given the product [Cl:1][C:2]1[CH:7]=[CH:6][C:5]([C@@:8]2([CH3:28])[C@@H:15]([C:16]3[CH:21]=[CH:20][CH:19]=[CH:18][CH:17]=3)[N:14]3[C:10]([S:11][C:12]([C:25]([N:29]4[CH2:41][CH2:40][CH2:39][C@H:30]4[C:31]([N:33]4[CH2:34][CH2:35][O:36][CH2:37][CH2:38]4)=[O:32])=[O:27])=[C:13]3[CH:22]([CH3:23])[CH3:24])=[N:9]2)=[CH:4][CH:3]=1, predict the reactants needed to synthesize it. The reactants are: [Cl:1][C:2]1[CH:7]=[CH:6][C:5]([C@@:8]2([CH3:28])[C@@H:15]([C:16]3[CH:21]=[CH:20][CH:19]=[CH:18][CH:17]=3)[N:14]3[C:10]([S:11][C:12]([C:25]([OH:27])=O)=[C:13]3[CH:22]([CH3:24])[CH3:23])=[N:9]2)=[CH:4][CH:3]=1.[NH:29]1[CH2:41][CH2:40][CH2:39][C@H:30]1[C:31]([N:33]1[CH2:38][CH2:37][O:36][CH2:35][CH2:34]1)=[O:32].